Dataset: Full USPTO retrosynthesis dataset with 1.9M reactions from patents (1976-2016). Task: Predict the reactants needed to synthesize the given product. (1) Given the product [NH2:1][C:2]1[N:15]([CH2:16][CH2:17][NH:18][C:19](=[O:25])[O:20][C:21]([CH3:22])([CH3:23])[CH3:24])[C:14]2[C:13]3[CH:12]=[CH:11][CH:10]=[CH:9][C:8]=3[N:7]=[C:6]([Cl:26])[C:5]=2[N:4]=1, predict the reactants needed to synthesize it. The reactants are: [N:1]#[C:2]Br.[NH2:4][C:5]1[C:6]([Cl:26])=[N:7][C:8]2[C:13]([C:14]=1[NH:15][CH2:16][CH2:17][NH:18][C:19](=[O:25])[O:20][C:21]([CH3:24])([CH3:23])[CH3:22])=[CH:12][CH:11]=[CH:10][CH:9]=2. (2) Given the product [C:9]([CH:13]([O:15][C:16]([C:19]([C:22]([C:25]([C:28]([CH2:31][OH:32])([F:29])[F:30])([F:27])[F:26])([F:24])[F:23])([F:21])[F:20])([F:18])[F:17])[F:14])([F:12])([F:11])[F:10], predict the reactants needed to synthesize it. The reactants are: COCCOC.[BH4-].[Na+].[C:9]([CH:13]([O:15][C:16]([C:19]([C:22]([C:25]([C:28]([C:31](OC)=[O:32])([F:30])[F:29])([F:27])[F:26])([F:24])[F:23])([F:21])[F:20])([F:18])[F:17])[F:14])([F:12])([F:11])[F:10].S(=O)(=O)(O)O. (3) Given the product [C:19](#[N:22])[CH:20]=[CH2:21].[C:23]([O:27][CH3:28])(=[O:26])[CH:24]=[CH2:25], predict the reactants needed to synthesize it. The reactants are: C(OS([O-])(=O)=O)CCCCCCCCCCC.[Na+].[C:19](#[N:22])[CH:20]=[CH2:21].[C:23]([O:27][CH3:28])(=[O:26])[CH:24]=[CH2:25].C(O)(=O)C(C)=C.C(S)CCC.S(OOS([O-])(=O)=O)([O-])(=O)=O.[K+].[K+]. (4) The reactants are: [CH3:1][NH:2][C:3]([C@@:5]1([N:15]2[CH:23]=[N:22][C:21]3[C:16]2=[N:17][C:18]([Cl:33])=[N:19][C:20]=3[NH:24][CH2:25][C:26]2[CH:31]=[CH:30][CH:29]=[C:28]([I:32])[CH:27]=2)[C@@H:12]2[C@@H:8]([O:9]C(C)(C)[O:11]2)[CH2:7][S:6]1)=[O:4]. Given the product [CH3:1][NH:2][C:3]([C@@:5]1([N:15]2[CH:23]=[N:22][C:21]3[C:16]2=[N:17][C:18]([Cl:33])=[N:19][C:20]=3[NH:24][CH2:25][C:26]2[CH:31]=[CH:30][CH:29]=[C:28]([I:32])[CH:27]=2)[C@@H:12]([OH:11])[C@@H:8]([OH:9])[CH2:7][S:6]1)=[O:4], predict the reactants needed to synthesize it. (5) Given the product [Br:15][CH2:13][C:12]([C:6]1[CH:7]=[C:8]([O:10][CH3:11])[CH:9]=[C:4]([CH:1]([CH3:3])[CH3:2])[CH:5]=1)=[O:14], predict the reactants needed to synthesize it. The reactants are: [CH:1]([C:4]1[CH:5]=[C:6]([C:12](=[O:14])[CH3:13])[CH:7]=[C:8]([O:10][CH3:11])[CH:9]=1)([CH3:3])[CH3:2].[Br-:15].[Br-].[Br-].C1([N+](C)(C)C)C=CC=CC=1.C1([N+](C)(C)C)C=CC=CC=1.C1([N+](C)(C)C)C=CC=CC=1.C(O)(=O)CC(CC(O)=O)(C(O)=O)O.O.